Predict the reactants needed to synthesize the given product. From a dataset of Full USPTO retrosynthesis dataset with 1.9M reactions from patents (1976-2016). Given the product [CH3:15][S:16]([O:14][CH2:13][C:10]1[CH:9]=[CH:8][C:7]([S:6][CH:1]2[CH2:5][CH2:4][CH2:3][CH2:2]2)=[CH:12][CH:11]=1)(=[O:18])=[O:17], predict the reactants needed to synthesize it. The reactants are: [CH:1]1([S:6][C:7]2[CH:12]=[CH:11][C:10]([CH2:13][OH:14])=[CH:9][CH:8]=2)[CH2:5][CH2:4][CH2:3][CH2:2]1.[CH3:15][S:16](Cl)(=[O:18])=[O:17].